From a dataset of NCI-60 drug combinations with 297,098 pairs across 59 cell lines. Regression. Given two drug SMILES strings and cell line genomic features, predict the synergy score measuring deviation from expected non-interaction effect. (1) Drug 1: CC(CN1CC(=O)NC(=O)C1)N2CC(=O)NC(=O)C2. Drug 2: CN(CCCl)CCCl.Cl. Cell line: MDA-MB-231. Synergy scores: CSS=13.9, Synergy_ZIP=-4.85, Synergy_Bliss=5.34, Synergy_Loewe=1.70, Synergy_HSA=4.97. (2) Drug 1: COC1=C(C=C2C(=C1)N=CN=C2NC3=CC(=C(C=C3)F)Cl)OCCCN4CCOCC4. Drug 2: C1CCC(CC1)NC(=O)N(CCCl)N=O. Cell line: U251. Synergy scores: CSS=38.3, Synergy_ZIP=-10.9, Synergy_Bliss=-1.15, Synergy_Loewe=1.19, Synergy_HSA=1.94. (3) Drug 1: CC=C1C(=O)NC(C(=O)OC2CC(=O)NC(C(=O)NC(CSSCCC=C2)C(=O)N1)C(C)C)C(C)C. Drug 2: CNC(=O)C1=NC=CC(=C1)OC2=CC=C(C=C2)NC(=O)NC3=CC(=C(C=C3)Cl)C(F)(F)F. Cell line: COLO 205. Synergy scores: CSS=34.7, Synergy_ZIP=5.59, Synergy_Bliss=0.562, Synergy_Loewe=-71.5, Synergy_HSA=-11.0. (4) Drug 1: CC=C1C(=O)NC(C(=O)OC2CC(=O)NC(C(=O)NC(CSSCCC=C2)C(=O)N1)C(C)C)C(C)C. Drug 2: CN(C(=O)NC(C=O)C(C(C(CO)O)O)O)N=O. Cell line: IGROV1. Synergy scores: CSS=31.6, Synergy_ZIP=2.85, Synergy_Bliss=-0.620, Synergy_Loewe=-43.3, Synergy_HSA=-1.74. (5) Drug 1: CC1CC2C3CCC4=CC(=O)C=CC4(C3(C(CC2(C1(C(=O)CO)O)C)O)F)C. Drug 2: CCC1=C2N=C(C=C(N2N=C1)NCC3=C[N+](=CC=C3)[O-])N4CCCCC4CCO. Cell line: SK-OV-3. Synergy scores: CSS=27.1, Synergy_ZIP=0.722, Synergy_Bliss=4.84, Synergy_Loewe=-16.7, Synergy_HSA=3.03. (6) Drug 1: CC1C(C(CC(O1)OC2CC(CC3=C2C(=C4C(=C3O)C(=O)C5=C(C4=O)C(=CC=C5)OC)O)(C(=O)C)O)N)O.Cl. Drug 2: C1C(C(OC1N2C=C(C(=O)NC2=O)F)CO)O. Cell line: NCI-H226. Synergy scores: CSS=9.51, Synergy_ZIP=-3.23, Synergy_Bliss=1.64, Synergy_Loewe=-7.72, Synergy_HSA=0.713. (7) Drug 1: CC1=CC2C(CCC3(C2CCC3(C(=O)C)OC(=O)C)C)C4(C1=CC(=O)CC4)C. Drug 2: CC1C(C(CC(O1)OC2CC(CC3=C2C(=C4C(=C3O)C(=O)C5=C(C4=O)C(=CC=C5)OC)O)(C(=O)CO)O)N)O.Cl. Cell line: SN12C. Synergy scores: CSS=52.2, Synergy_ZIP=3.53, Synergy_Bliss=3.07, Synergy_Loewe=-1.98, Synergy_HSA=5.24. (8) Drug 1: CN1CCC(CC1)COC2=C(C=C3C(=C2)N=CN=C3NC4=C(C=C(C=C4)Br)F)OC. Drug 2: CC1=C2C(C(=O)C3(C(CC4C(C3C(C(C2(C)C)(CC1OC(=O)C(C(C5=CC=CC=C5)NC(=O)OC(C)(C)C)O)O)OC(=O)C6=CC=CC=C6)(CO4)OC(=O)C)O)C)O. Cell line: UACC-257. Synergy scores: CSS=31.2, Synergy_ZIP=7.14, Synergy_Bliss=8.93, Synergy_Loewe=-0.526, Synergy_HSA=9.31. (9) Drug 1: CN(CC1=CN=C2C(=N1)C(=NC(=N2)N)N)C3=CC=C(C=C3)C(=O)NC(CCC(=O)O)C(=O)O. Drug 2: C1CN(P(=O)(OC1)NCCCl)CCCl. Cell line: COLO 205. Synergy scores: CSS=47.7, Synergy_ZIP=0.884, Synergy_Bliss=0.474, Synergy_Loewe=-71.0, Synergy_HSA=3.14.